From a dataset of Forward reaction prediction with 1.9M reactions from USPTO patents (1976-2016). Predict the product of the given reaction. (1) Given the reactants C[O:2][C:3]([C:5]1[CH:28]=[CH:27][C:8]2[N:9]([CH3:26])[C:10]([NH:12][C:13]3[S:14][C:15]4[CH:21]=[C:20]([S:22]([CH3:25])(=[O:24])=[O:23])[CH:19]=[CH:18][C:16]=4[N:17]=3)=[N:11][C:7]=2[CH:6]=1)=[O:4].[Li+].[OH-], predict the reaction product. The product is: [CH3:25][S:22]([C:20]1[CH:19]=[CH:18][C:16]2[N:17]=[C:13]([NH:12][C:10]3[N:9]([CH3:26])[C:8]4[CH:27]=[CH:28][C:5]([C:3]([OH:4])=[O:2])=[CH:6][C:7]=4[N:11]=3)[S:14][C:15]=2[CH:21]=1)(=[O:23])=[O:24]. (2) Given the reactants [CH2:1]([O:3][C:4](=[O:17])[C:5]([O:8][C:9]1[CH:14]=[CH:13][C:12]([OH:15])=[CH:11][C:10]=1[CH3:16])([CH3:7])[CH3:6])[CH3:2].[F:18][CH:19]([F:38])[N:20]1[C:24]([C:25]2[CH:30]=[CH:29][C:28]([O:31][C:32]([F:35])([F:34])[F:33])=[CH:27][CH:26]=2)=[CH:23][C:22]([CH2:36]O)=[N:21]1.CN(C)C(N=NC(N(C)C)=O)=O.C(P(CCCC)CCCC)CCC, predict the reaction product. The product is: [CH2:1]([O:3][C:4](=[O:17])[C:5]([O:8][C:9]1[CH:14]=[CH:13][C:12]([O:15][CH2:36][C:22]2[CH:23]=[C:24]([C:25]3[CH:26]=[CH:27][C:28]([O:31][C:32]([F:34])([F:33])[F:35])=[CH:29][CH:30]=3)[N:20]([CH:19]([F:38])[F:18])[N:21]=2)=[CH:11][C:10]=1[CH3:16])([CH3:6])[CH3:7])[CH3:2]. (3) Given the reactants [Br:1]Br.[C:3]1(=[O:10])[NH:8][C:7](=[O:9])[CH2:6][CH2:5][CH2:4]1.Br, predict the reaction product. The product is: [Br:1][CH:4]1[CH2:5][CH2:6][C:7](=[O:9])[NH:8][C:3]1=[O:10]. (4) Given the reactants Cl[C:2]1[CH:3]=[C:4]2[C:10]([C:11]3[N:16]=C(NC[C@@H]4CCCN(C(=O)CC)C4)C(F)=CN=3)=CN[C:5]2=N[CH:7]=1.C(#[N:32])C.C(=O)([O-])[O-].[K+].[K+], predict the reaction product. The product is: [CH3:5][CH:4]1[CH2:3][CH:2]([NH2:32])[CH2:7][CH:11]([NH2:16])[CH2:10]1. (5) Given the reactants [S:1](=[O:5])(=[O:4])([OH:3])[OH:2].O.[CH2:7]([N:9]([CH2:12][CH3:13])[CH2:10][CH3:11])[CH3:8], predict the reaction product. The product is: [S:1]([O-:5])([O-:4])(=[O:3])=[O:2].[CH2:7]([NH+:9]([CH2:12][CH3:13])[CH2:10][CH3:11])[CH3:8].[CH2:7]([NH+:9]([CH2:12][CH3:13])[CH2:10][CH3:11])[CH3:8]. (6) Given the reactants [Cl:1]C1C=C([C@H]2[C@@H](C3C=CC=CC=3)CCNC2)C=CC=1.[C:20]1([S:26](N2CC[C@H](C3C=CC=CC=3)[C@H](C3C=CC=C(Cl)C=3)C2)(=[O:28])=[O:27])[CH:25]=[CH:24][CH:23]=[CH:22][CH:21]=1, predict the reaction product. The product is: [C:20]1([S:26]([Cl:1])(=[O:28])=[O:27])[CH:25]=[CH:24][CH:23]=[CH:22][CH:21]=1. (7) Given the reactants Cl[C:2]1[N:7]=[C:6]([C:8]2[N:12]3[CH:13]=[CH:14][CH:15]=[CH:16][C:11]3=[N:10][CH:9]=2)[CH:5]=[CH:4][N:3]=1.[NH2:17][CH:18]1[CH2:23][CH2:22][CH:21]([NH:24][S:25]([CH3:28])(=[O:27])=[O:26])[CH2:20][CH2:19]1, predict the reaction product. The product is: [N:10]1[CH:9]=[C:8]([C:6]2[CH:5]=[CH:4][N:3]=[C:2]([NH:17][CH:18]3[CH2:23][CH2:22][CH:21]([NH:24][S:25]([CH3:28])(=[O:27])=[O:26])[CH2:20][CH2:19]3)[N:7]=2)[N:12]2[CH:13]=[CH:14][CH:15]=[CH:16][C:11]=12.